From a dataset of Full USPTO retrosynthesis dataset with 1.9M reactions from patents (1976-2016). Predict the reactants needed to synthesize the given product. Given the product [Cl:1][C:2]1[C:3](/[CH:21]=[N:22]\[NH:23][S:24]([C:27]2[CH:32]=[CH:31][CH:30]=[CH:29][CH:28]=2)(=[O:26])=[O:25])=[C:4]([N:8]2[CH2:9][CH2:10][N:11]([C:14]([O:16][C:17]([CH3:20])([CH3:19])[CH3:18])=[O:15])[CH2:12][CH2:13]2)[CH:5]=[CH:6][CH:7]=1, predict the reactants needed to synthesize it. The reactants are: [Cl:1][C:2]1[C:3](/[CH:21]=[N:22]/[NH:23][S:24]([C:27]2[CH:32]=[CH:31][CH:30]=[CH:29][CH:28]=2)(=[O:26])=[O:25])=[C:4]([N:8]2[CH2:13][CH2:12][N:11]([C:14]([O:16][C:17]([CH3:20])([CH3:19])[CH3:18])=[O:15])[CH2:10][CH2:9]2)[CH:5]=[CH:6][CH:7]=1.CCCCCCC.